From a dataset of Catalyst prediction with 721,799 reactions and 888 catalyst types from USPTO. Predict which catalyst facilitates the given reaction. The catalyst class is: 3. Product: [NH2:63][C:51]1[C:50]2[C:55](=[CH:56][CH:57]=[CH:58][C:49]=2[O:48][CH2:47][C:46]([NH:45][C:14](=[O:16])[CH2:13][CH2:12][CH2:11][CH2:10][CH2:9][NH:8][C:6]([O:5][C:1]([CH3:2])([CH3:3])[CH3:4])=[O:7])([CH3:65])[CH3:64])[N:54]=[C:53]([CH3:59])[C:52]=1[C:60]([OH:62])=[O:61]. Reactant: [C:1]([O:5][C:6]([NH:8][CH2:9][CH2:10][CH2:11][CH2:12][CH2:13][C:14]([OH:16])=O)=[O:7])([CH3:4])([CH3:3])[CH3:2].C(N(CC)CC)C.[B-](F)(F)(F)F.CN(C(ON1C(=O)CCC1=O)=[N+](C)C)C.[Cl-].[NH3+:45][C:46]([CH3:65])([CH3:64])[CH2:47][O:48][C:49]1[CH:58]=[CH:57][CH:56]=[C:55]2[C:50]=1[C:51]([NH3+:63])=[C:52]([C:60]([OH:62])=[O:61])[C:53]([CH3:59])=[N:54]2.[Cl-].